This data is from Catalyst prediction with 721,799 reactions and 888 catalyst types from USPTO. The task is: Predict which catalyst facilitates the given reaction. (1) Reactant: [OH:1][C:2]1[CH:7]=[CH:6][C:5]([C:8](=[O:10])[CH3:9])=[CH:4][CH:3]=1.Br[CH2:12][CH2:13][CH2:14][Cl:15].C(=O)([O-])[O-].[K+].[K+]. Product: [Cl:15][CH2:14][CH2:13][CH2:12][O:1][C:2]1[CH:7]=[CH:6][C:5]([C:8](=[O:10])[CH3:9])=[CH:4][CH:3]=1. The catalyst class is: 21. (2) Reactant: [CH3:1][CH2:2][CH2:3][CH2:4][CH2:5][N:6]([CH2:8][CH2:9][C:10]([P:16]([OH:19])([OH:18])=[O:17])([P:12]([OH:15])([OH:14])=[O:13])[OH:11])[CH3:7].[OH-].[Na+:21]. Product: [CH3:1][CH2:2][CH2:3][CH2:4][CH2:5][N:6]([CH2:8][CH2:9][C:10]([P:16]([O-:19])([OH:18])=[O:17])([P:12]([OH:15])([OH:14])=[O:13])[OH:11])[CH3:7].[Na+:21]. The catalyst class is: 10.